This data is from Full USPTO retrosynthesis dataset with 1.9M reactions from patents (1976-2016). The task is: Predict the reactants needed to synthesize the given product. (1) Given the product [CH3:23][N:21]1[CH2:2][CH:1]([C:4]2[CH:13]=[CH:12][C:11]3[CH2:10][CH2:9][CH2:8][CH2:7][C:6]=3[CH:5]=2)[C:20]2[C:15](=[CH:16][CH:17]=[CH:18][CH:19]=2)[CH2:14]1, predict the reactants needed to synthesize it. The reactants are: [C:1]([C:4]1[CH:5]=[C:6]2[C:11](=[CH:12][CH:13]=1)[CH2:10][CH2:9][CH2:8][CH2:7]2)(=O)[CH3:2].[CH2:14]([NH2:21])[C:15]1[CH:20]=[CH:19][CH:18]=[CH:17][CH:16]=1.Cl.[CH2:23](OCC)C. (2) The reactants are: [C:1]([O:5][C:6]([C@@H:8]1[CH2:13][CH2:12][C@H:11]([O:14][C:15]2[CH:25]=[CH:24][C:18]([C:19]([O:21]CC)=[O:20])=[CH:17][N:16]=2)[CH2:10][CH2:9]1)=[O:7])([CH3:4])([CH3:3])[CH3:2].O.[OH-].[Li+]. Given the product [C:1]([O:5][C:6]([C@@H:8]1[CH2:13][CH2:12][C@H:11]([O:14][C:15]2[CH:25]=[CH:24][C:18]([C:19]([OH:21])=[O:20])=[CH:17][N:16]=2)[CH2:10][CH2:9]1)=[O:7])([CH3:4])([CH3:2])[CH3:3], predict the reactants needed to synthesize it. (3) Given the product [Cl:1][C:2]1[C:11]([CH3:12])=[C:10]2[C:5]([C:6]([CH3:15])([CH3:14])[CH2:7][C:8](=[O:13])[NH:9]2)=[CH:4][C:3]=1[CH2:16][CH2:17][Cl:18], predict the reactants needed to synthesize it. The reactants are: [Cl:1][C:2]1[C:11]([CH3:12])=[C:10]2[C:5]([C:6]([CH3:15])([CH3:14])[CH2:7][C:8](=[O:13])[NH:9]2)=[CH:4][C:3]=1[C:16](=O)[CH2:17][Cl:18].C([SiH](CC)CC)C. (4) Given the product [NH2:1][C:4]1[CH:5]=[C:6]([CH:9]=[CH:10][C:11]=1[O:12][C@H:13]1[CH2:17][CH2:16][O:15][CH2:14]1)[C:7]#[N:8], predict the reactants needed to synthesize it. The reactants are: [N+:1]([C:4]1[CH:5]=[C:6]([CH:9]=[CH:10][C:11]=1[O:12][C@H:13]1[CH2:17][CH2:16][O:15][CH2:14]1)[C:7]#[N:8])([O-])=O.O.NN. (5) Given the product [NH2:10][CH2:9][CH2:8][N:4]1[CH2:5][CH2:6][CH2:7][CH:3]1[CH2:2][OH:1], predict the reactants needed to synthesize it. The reactants are: [OH:1][CH2:2][CH:3]1[CH2:7][CH2:6][CH2:5][N:4]1[CH2:8][C:9]#[N:10].[H-].[H-].[H-].[H-].[Li+].[Al+3]. (6) Given the product [S:1]1[CH:5]=[CH:4][C:3]([C:6]2[CH:11]=[CH:10][C:9]([CH:12]([CH3:15])[CH2:13][NH:14][C:22]([N:16]3[CH2:21][CH2:20][O:19][CH2:18][CH2:17]3)=[O:23])=[CH:8][CH:7]=2)=[CH:2]1, predict the reactants needed to synthesize it. The reactants are: [S:1]1[CH:5]=[CH:4][C:3]([C:6]2[CH:11]=[CH:10][C:9]([CH:12]([CH3:15])[CH2:13][NH2:14])=[CH:8][CH:7]=2)=[CH:2]1.[N:16]1([C:22](Cl)=[O:23])[CH2:21][CH2:20][O:19][CH2:18][CH2:17]1.